From a dataset of Catalyst prediction with 721,799 reactions and 888 catalyst types from USPTO. Predict which catalyst facilitates the given reaction. (1) Reactant: [NH2:1][C:2]1[CH:7]=[C:6]([CH3:8])[C:5]([CH3:9])=[CH:4][C:3]=1[OH:10].[C:11](Cl)(=[O:13])[CH3:12]. Product: [OH:10][C:3]1[CH:4]=[C:5]([CH3:9])[C:6]([CH3:8])=[CH:7][C:2]=1[NH:1][C:11](=[O:13])[CH3:12]. The catalyst class is: 554. (2) Product: [F:29][C:23]1[CH:24]=[C:25]([F:28])[CH:26]=[CH:27][C:22]=1[NH:21][S:18]([C:14]1[CH:15]=[N:16][CH:17]=[C:12]([C:9]2[CH:8]=[CH:7][C:6]3[C:11](=[C:2]([C:35]4[O:36][CH:37]=[CH:38][CH:39]=4)[CH:3]=[CH:4][N:5]=3)[N:10]=2)[CH:13]=1)(=[O:20])=[O:19]. Reactant: Cl[C:2]1[CH:3]=[CH:4][N:5]=[C:6]2[C:11]=1[N:10]=[C:9]([C:12]1[CH:13]=[C:14]([S:18]([NH:21][C:22]3[CH:27]=[CH:26][C:25]([F:28])=[CH:24][C:23]=3[F:29])(=[O:20])=[O:19])[CH:15]=[N:16][CH:17]=1)[CH:8]=[CH:7]2.C([Sn](CCCC)(CCCC)[C:35]1[O:36][CH:37]=[CH:38][CH:39]=1)CCC. The catalyst class is: 77. (3) Reactant: [O:1]1[CH:6]([CH2:7][N:8]2[CH2:14][CH2:13][CH2:12][N:11]([C:15]3[N:22]=[CH:21][CH:20]=[CH:19][C:16]=3[C:17]#[N:18])[CH2:10][CH2:9]2)[CH2:5][O:4][C:3]2[CH:23]=[CH:24][CH:25]=[CH:26][C:2]1=2.[OH-:27].[Na+].O. Product: [O:1]1[CH:6]([CH2:7][N:8]2[CH2:14][CH2:13][CH2:12][N:11]([C:15]3[N:22]=[CH:21][CH:20]=[CH:19][C:16]=3[C:17]([NH2:18])=[O:27])[CH2:10][CH2:9]2)[CH2:5][O:4][C:3]2[CH:23]=[CH:24][CH:25]=[CH:26][C:2]1=2. The catalyst class is: 14. (4) Reactant: CO[C:3](=[O:15])[C:4]1[CH:9]=[CH:8][CH:7]=[C:6]([N+:10]([O-:12])=[O:11])[C:5]=1[CH2:13]Br.Cl.[NH2:17][CH:18]1[CH2:23][CH2:22][C:21](=[O:24])[NH:20][C:19]1=[O:25].CC(O)C.C(N(CC)CC)C. Product: [N+:10]([C:6]1[CH:7]=[CH:8][CH:9]=[C:4]2[C:5]=1[CH2:13][N:17]([CH:18]1[CH2:23][CH2:22][C:21](=[O:24])[NH:20][C:19]1=[O:25])[C:3]2=[O:15])([O-:12])=[O:11]. The catalyst class is: 6. (5) Reactant: [CH3:1][C:2]([C:4]1[CH:9]=[C:8]([Cl:10])[CH:7]=[CH:6][C:5]=1[Cl:11])=[O:3].[Br:12]Br.C([O-])(O)=O.[Na+]. Product: [Br:12][CH2:1][C:2]([C:4]1[CH:9]=[C:8]([Cl:10])[CH:7]=[CH:6][C:5]=1[Cl:11])=[O:3]. The catalyst class is: 27. (6) Reactant: [Cl:1][C:2]1[CH:3]=[C:4]([NH:9][C:10]2[C:19]3[C:14](=[CH:15][C:16]([N:27]4[CH2:37][CH2:36][CH2:35][C:29]5([CH2:33][N:32]([CH3:34])[CH2:31][CH2:30]5)[CH2:28]4)=[C:17]([NH:20][C:21](=[O:26])/[CH:22]=[CH:23]/[CH2:24]Br)[CH:18]=3)[N:13]=[CH:12][N:11]=2)[CH:5]=[CH:6][C:7]=1[F:8].[NH:38]1[CH2:43][CH2:42][CH2:41][CH2:40][CH2:39]1.C(=O)([O-])[O-].[K+].[K+].O. Product: [Cl:1][C:2]1[CH:3]=[C:4]([NH:9][C:10]2[C:19]3[C:14](=[CH:15][C:16]([N:27]4[CH2:37][CH2:36][CH2:35][C:29]5([CH2:33][N:32]([CH3:34])[CH2:31][CH2:30]5)[CH2:28]4)=[C:17]([NH:20][C:21](=[O:26])/[CH:22]=[CH:23]/[CH2:24][N:38]4[CH2:43][CH2:42][CH2:41][CH2:40][CH2:39]4)[CH:18]=3)[N:13]=[CH:12][N:11]=2)[CH:5]=[CH:6][C:7]=1[F:8]. The catalyst class is: 10.